Predict the product of the given reaction. From a dataset of Forward reaction prediction with 1.9M reactions from USPTO patents (1976-2016). Given the reactants [N+:1]([C:4]1[CH:19]=[CH:18][C:7]([C:8]([NH:10][CH2:11][CH2:12][N:13]([CH2:16][CH3:17])[CH2:14][CH3:15])=[O:9])=[C:6]([O:20][CH3:21])[CH:5]=1)([O-])=O, predict the reaction product. The product is: [NH2:1][C:4]1[CH:19]=[CH:18][C:7]([C:8]([NH:10][CH2:11][CH2:12][N:13]([CH2:14][CH3:15])[CH2:16][CH3:17])=[O:9])=[C:6]([O:20][CH3:21])[CH:5]=1.